From a dataset of Forward reaction prediction with 1.9M reactions from USPTO patents (1976-2016). Predict the product of the given reaction. (1) The product is: [Br:18][CH2:19][CH2:20][CH2:21][N:5]1[CH:6]=[CH:7][C:8]2[C:13](=[CH:12][C:11]([C:14]([O:16][CH3:17])=[O:15])=[CH:10][CH:9]=2)[C:4]1=[O:3]. Given the reactants [H-].[Na+].[O:3]=[C:4]1[C:13]2[C:8](=[CH:9][CH:10]=[C:11]([C:14]([O:16][CH3:17])=[O:15])[CH:12]=2)[CH:7]=[CH:6][NH:5]1.[Br:18][CH2:19][CH2:20][CH2:21]Br, predict the reaction product. (2) Given the reactants [F:1][C:2]1[CH:10]=[C:9](F)[C:8]([F:12])=[CH:7][C:3]=1[C:4]([OH:6])=[O:5].[OH-:13].[Na+].Cl, predict the reaction product. The product is: [F:1][C:2]1[CH:10]=[C:9]([OH:13])[C:8]([F:12])=[CH:7][C:3]=1[C:4]([OH:6])=[O:5]. (3) Given the reactants Br[C:2]1[CH:3]=[C:4]2[C:8](=[CH:9][CH:10]=1)[NH:7][C:6]([C:11]1[CH:16]=[CH:15][CH:14]=[CH:13][C:12]=1[O:17][CH3:18])=[C:5]2[F:19].[B:20]1([B:20]2[O:24][C:23]([CH3:26])([CH3:25])[C:22]([CH3:28])([CH3:27])[O:21]2)[O:24][C:23]([CH3:26])([CH3:25])[C:22]([CH3:28])([CH3:27])[O:21]1.C([O-])(=O)C.[K+], predict the reaction product. The product is: [F:19][C:5]1[C:4]2[C:8](=[CH:9][CH:10]=[C:2]([B:20]3[O:24][C:23]([CH3:26])([CH3:25])[C:22]([CH3:28])([CH3:27])[O:21]3)[CH:3]=2)[NH:7][C:6]=1[C:11]1[CH:16]=[CH:15][CH:14]=[CH:13][C:12]=1[O:17][CH3:18]. (4) Given the reactants [CH3:1][C:2]1[CH:3]=[C:4]([NH:9][CH2:10][CH2:11][C:12]2[CH:17]=[CH:16][C:15]([CH3:18])=[CH:14][CH:13]=2)[CH:5]=[CH:6][C:7]=1[CH3:8].C(OC([NH:26][CH:27]([C:31]1[CH:36]=[CH:35][C:34]([F:37])=[CH:33][CH:32]=1)[C:28](O)=[O:29])=O)(C)(C)C, predict the reaction product. The product is: [NH2:26][C@H:27]([C:31]1[CH:36]=[CH:35][C:34]([F:37])=[CH:33][CH:32]=1)[C:28]([N:9]([C:4]1[CH:5]=[CH:6][C:7]([CH3:8])=[C:2]([CH3:1])[CH:3]=1)[CH2:10][CH2:11][C:12]1[CH:13]=[CH:14][C:15]([CH3:18])=[CH:16][CH:17]=1)=[O:29]. (5) Given the reactants [CH3:1][N:2]1[C:10]2[C:5](=[CH:6][CH:7]=[C:8]([CH2:11][Si](CC)(CC)CC)[CH:9]=2)[CH:4]=[C:3]1[Si:19]([CH2:24][CH3:25])([CH2:22][CH3:23])[CH2:20][CH3:21].[Na+].[Cl-], predict the reaction product. The product is: [CH3:1][N:2]1[C:10]2[C:5](=[CH:6][CH:7]=[C:8]([CH3:11])[CH:9]=2)[CH:4]=[C:3]1[Si:19]([CH2:20][CH3:21])([CH2:24][CH3:25])[CH2:22][CH3:23].